The task is: Predict the product of the given reaction.. This data is from Forward reaction prediction with 1.9M reactions from USPTO patents (1976-2016). Given the reactants [CH3:1][O:2][C:3]1[CH:35]=[CH:34][C:6]([CH2:7][NH:8][C:9]([C:11]2[S:33][C:14]3[N:15]([CH3:32])[C:16](=[O:31])[N:17]([CH2:20][C:21]4[CH:26]=[CH:25][C:24]([C:27](=[NH:30])[NH:28][OH:29])=[CH:23][CH:22]=4)[C:18](=[O:19])[C:13]=3[CH:12]=2)=[O:10])=[CH:5][CH:4]=1.N1C=CC=CC=1.Cl[C:43](OCC)=[O:44].O, predict the reaction product. The product is: [CH3:1][O:2][C:3]1[CH:4]=[CH:5][C:6]([CH2:7][NH:8][C:9]([C:11]2[S:33][C:14]3[N:15]([CH3:32])[C:16](=[O:31])[N:17]([CH2:20][C:21]4[CH:26]=[CH:25][C:24]([C:27]5[NH:30][C:43](=[O:44])[O:29][N:28]=5)=[CH:23][CH:22]=4)[C:18](=[O:19])[C:13]=3[CH:12]=2)=[O:10])=[CH:34][CH:35]=1.